From a dataset of Full USPTO retrosynthesis dataset with 1.9M reactions from patents (1976-2016). Predict the reactants needed to synthesize the given product. Given the product [NH2:1][C:2]1[C:3]([C:4]([NH:17][CH2:15][CH3:16])=[O:6])=[CH:7][N:24]=[CH:9][C:10]=1[N+:11]([O-:13])=[O:12], predict the reactants needed to synthesize it. The reactants are: [NH2:1][C:2]1[C:10]([N+:11]([O-:13])=[O:12])=[CH:9]C=[CH:7][C:3]=1[C:4]([OH:6])=O.Cl.[CH2:15]([NH2:17])[CH3:16].C(Cl)CCl.CC[N:24](C(C)C)C(C)C.